This data is from Forward reaction prediction with 1.9M reactions from USPTO patents (1976-2016). The task is: Predict the product of the given reaction. (1) Given the reactants Cl[C:2]1[C:21]([C:22]2[N:26](C3CCCCO3)[N:25]=[CH:24][CH:23]=2)=[CH:20][C:5]([C:6]([NH:8][C:9]2[CH:14]=[CH:13][C:12]([O:15][C:16]([Cl:19])([F:18])[F:17])=[CH:11][CH:10]=2)=[O:7])=[CH:4][N:3]=1.Cl.[NH:34]1[CH2:39][CH2:38][CH2:37][C@@H:36]([OH:40])[CH2:35]1, predict the reaction product. The product is: [Cl:19][C:16]([F:18])([F:17])[O:15][C:12]1[CH:13]=[CH:14][C:9]([NH:8][C:6](=[O:7])[C:5]2[CH:20]=[C:21]([C:22]3[NH:26][N:25]=[CH:24][CH:23]=3)[C:2]([N:34]3[CH2:39][CH2:38][CH2:37][C@@H:36]([OH:40])[CH2:35]3)=[N:3][CH:4]=2)=[CH:10][CH:11]=1. (2) Given the reactants CC1(C)[O:6][CH:5]([C:7]2[CH:8]=[CH:9][C:10]3[C:19]4([N:20]5[CH2:25][CH2:24][O:23][CH2:22][CH2:21]5)[CH:15]([C:16]([C:26]5[O:30][N:29]=[C:28]([C:31]6[CH:36]=[CH:35][CH:34]=[CH:33][CH:32]=6)[C:27]=5[C:37]([F:40])([F:39])[F:38])=[N:17][O:18]4)[CH2:14][O:13][C:11]=3[CH:12]=2)[CH2:4][O:3]1.C(O)(C(F)(F)F)=O, predict the reaction product. The product is: [O:23]1[CH2:24][CH2:25][N:20]([C:19]23[C:10]4[CH:9]=[CH:8][C:7]([CH:5]([OH:6])[CH2:4][OH:3])=[CH:12][C:11]=4[O:13][CH2:14][CH:15]2[C:16]([C:26]2[O:30][N:29]=[C:28]([C:31]4[CH:36]=[CH:35][CH:34]=[CH:33][CH:32]=4)[C:27]=2[C:37]([F:40])([F:38])[F:39])=[N:17][O:18]3)[CH2:21][CH2:22]1. (3) Given the reactants C(OC(=O)[NH:7][C@H:8]1[CH2:13][C@@H:12]([N:14]2[CH2:21][C:20]3[CH2:19][NH:18][N:17]([S:22]([CH:25]4[CH2:27][CH2:26]4)(=[O:24])=[O:23])[C:16]=3[CH2:15]2)[CH2:11][O:10][C@@H:9]1[C:28]1[CH:33]=[C:32]([F:34])[CH:31]=[CH:30][C:29]=1[F:35])(C)(C)C.[F:37][C:38]([F:43])([F:42])[C:39]([OH:41])=[O:40], predict the reaction product. The product is: [F:37][C:38]([F:43])([F:42])[C:39]([OH:41])=[O:40].[F:35][C:29]1[CH:30]=[CH:31][C:32]([F:34])=[CH:33][C:28]=1[C@@H:9]1[C@@H:8]([NH2:7])[CH2:13][C@@H:12]([N:14]2[CH2:21][C:20]3[CH2:19][NH:18][N:17]([S:22]([CH:25]4[CH2:27][CH2:26]4)(=[O:23])=[O:24])[C:16]=3[CH2:15]2)[CH2:11][O:10]1.